Dataset: Catalyst prediction with 721,799 reactions and 888 catalyst types from USPTO. Task: Predict which catalyst facilitates the given reaction. (1) Reactant: [NH2:1][C@@H:2]([C:37]([CH3:40])([CH3:39])[CH3:38])[C:3]([N:5]1[C@H:16]([C:17]([NH:19][C@:20]2([C:25](=[O:36])[NH:26][S:27]([C:30]3([CH2:33][CH2:34][CH3:35])[CH2:32][CH2:31]3)(=[O:29])=[O:28])[CH2:22][C@@H:21]2[CH2:23][CH3:24])=[O:18])[CH2:15][C@:7]2([C:12]([CH3:14])([CH3:13])[C:8]32[CH2:11][CH2:10][CH2:9]3)[CH2:6]1)=[O:4].[C:41]([O:45][C:46]([NH:48][C@@H:49]([CH:53]1[CH2:58][CH2:57][CH2:56][CH2:55][CH2:54]1)[C:50](O)=[O:51])=[O:47])([CH3:44])([CH3:43])[CH3:42].CN(C(ON1N=NC2C=CC=NC1=2)=[N+](C)C)C.F[P-](F)(F)(F)(F)F.CCN(C(C)C)C(C)C. Product: [CH:53]1([C@H:49]([NH:48][C:46](=[O:47])[O:45][C:41]([CH3:43])([CH3:42])[CH3:44])[C:50]([NH:1][C@H:2]([C:3]([N:5]2[C@H:16]([C:17](=[O:18])[NH:19][C@:20]3([C:25](=[O:36])[NH:26][S:27]([C:30]4([CH2:33][CH2:34][CH3:35])[CH2:32][CH2:31]4)(=[O:29])=[O:28])[CH2:22][C@@H:21]3[CH2:23][CH3:24])[CH2:15][C@:7]3([C:12]([CH3:14])([CH3:13])[C:8]43[CH2:11][CH2:10][CH2:9]4)[CH2:6]2)=[O:4])[C:37]([CH3:38])([CH3:40])[CH3:39])=[O:51])[CH2:54][CH2:55][CH2:56][CH2:57][CH2:58]1. The catalyst class is: 2. (2) Reactant: C(OC([N:8]1[CH2:12][CH2:11][CH:10]([O:13][C:14]2[CH:19]=[CH:18][C:17]([C:20]([F:23])([F:22])[F:21])=[CH:16][CH:15]=2)[CH2:9]1)=O)(C)(C)C.FC(F)(F)C(O)=O. Product: [F:23][C:20]([F:21])([F:22])[C:17]1[CH:18]=[CH:19][C:14]([O:13][CH:10]2[CH2:11][CH2:12][NH:8][CH2:9]2)=[CH:15][CH:16]=1. The catalyst class is: 12.